This data is from Reaction yield outcomes from USPTO patents with 853,638 reactions. The task is: Predict the reaction yield, written as a fraction of the theoretical maximum amount of product (1.0 means a 100% yield; for example, 0.34 means a 34% yield). (1) The reactants are [CH:1]1([CH2:4][C:5](=O)/[C:6](/[C:11]2[CH:16]=[CH:15][N:14]=[C:13]([NH:17][C:18]3[CH:23]=[CH:22][N:21]=[CH:20][CH:19]=3)[N:12]=2)=[CH:7]\N(C)C)[CH2:3][CH2:2]1.[OH:25][C@@H:26]([CH3:32])[CH2:27][NH:28][C:29]([NH2:31])=[NH:30].C(=O)([O-])[O-].[K+].[K+]. The catalyst is CN(C=O)C. The product is [CH:1]1([CH2:4][C:5]2[C:6]([C:11]3[CH:16]=[CH:15][N:14]=[C:13]([NH:17][C:18]4[CH:23]=[CH:22][N:21]=[CH:20][CH:19]=4)[N:12]=3)=[CH:7][N:31]=[C:29]([NH:28][CH2:27][C@@H:26]([OH:25])[CH3:32])[N:30]=2)[CH2:3][CH2:2]1. The yield is 0.330. (2) The reactants are [NH2:1][C:2]1[N:7]=[CH:6][N:5]=[C:4]2[N:8]([CH2:25][C@H:26]3[CH2:30][CH2:29][CH2:28][N:27]3[C:31](=[O:35])[CH2:32][C:33]#[N:34])[N:9]=[C:10]([C:11]3[CH:16]=[CH:15][C:14]([O:17][C:18]4[CH:23]=[CH:22][CH:21]=[CH:20][CH:19]=4)=[CH:13][C:12]=3[F:24])[C:3]=12.[CH3:36][C:37]([N:41]1[CH2:46][CH2:45][O:44][CH2:43][CH2:42]1)([CH3:40])[CH:38]=O.N1CCCCC1. The catalyst is C(O)C. The yield is 0.560. The product is [NH2:1][C:2]1[N:7]=[CH:6][N:5]=[C:4]2[N:8]([CH2:25][C@@H:26]3[CH2:30][CH2:29][CH2:28][N:27]3[C:31]([C:32](=[CH:36][C:37]([CH3:40])([N:41]3[CH2:46][CH2:45][O:44][CH2:43][CH2:42]3)[CH3:38])[C:33]#[N:34])=[O:35])[N:9]=[C:10]([C:11]3[CH:16]=[CH:15][C:14]([O:17][C:18]4[CH:19]=[CH:20][CH:21]=[CH:22][CH:23]=4)=[CH:13][C:12]=3[F:24])[C:3]=12. (3) The reactants are C([O:3][C:4]([C:6]1([CH2:19][C:20]#[N:21])[CH2:11][CH2:10][N:9]([C:12]([O:14][C:15]([CH3:18])([CH3:17])[CH3:16])=[O:13])[CH2:8][CH2:7]1)=O)C.[BH4-].[Na+].N. The catalyst is O.O.O.O.O.O.[Co](Cl)Cl. The product is [C:15]([O:14][C:12]([N:9]1[CH2:10][CH2:11][C:6]2([C:4](=[O:3])[NH:21][CH2:20][CH2:19]2)[CH2:7][CH2:8]1)=[O:13])([CH3:18])([CH3:17])[CH3:16]. The yield is 0.530. (4) The yield is 0.980. The reactants are [O:1]1[CH:6]=[CH:5][CH2:4][CH2:3][CH2:2]1.C1(C)C=CC(S(O)(=O)=O)=CC=1.[OH:18][CH:19]1[CH2:23][CH2:22][N:21]([C:24]([O:26][CH2:27][C:28]2[CH:33]=[CH:32][CH:31]=[CH:30][CH:29]=2)=[O:25])[CH2:20]1. The catalyst is ClCCl. The product is [O:1]1[CH2:2][CH2:3][CH2:4][CH2:5][CH:6]1[O:18][CH:19]1[CH2:23][CH2:22][N:21]([C:24]([O:26][CH2:27][C:28]2[CH:33]=[CH:32][CH:31]=[CH:30][CH:29]=2)=[O:25])[CH2:20]1. (5) The reactants are [CH2:1]([C:7]1([CH2:25][CH2:26][CH2:27][CH2:28][CH2:29][CH3:30])[C:19]2[CH:18]=[C:17]3[CH:20](O)[CH:21]([CH3:23])[CH2:22][C:16]3=[CH:15][C:14]=2[C:13]2[C:8]1=[CH:9][CH:10]=[CH:11][CH:12]=2)[CH2:2][CH2:3][CH2:4][CH2:5][CH3:6].C1(C)C=CC(S(O)(=O)=O)=CC=1. The catalyst is C1(C)C=CC=CC=1. The product is [CH2:25]([C:7]1([CH2:1][CH2:2][CH2:3][CH2:4][CH2:5][CH3:6])[C:19]2[CH:18]=[C:17]3[CH:20]=[C:21]([CH3:23])[CH2:22][C:16]3=[CH:15][C:14]=2[C:13]2[C:8]1=[CH:9][CH:10]=[CH:11][CH:12]=2)[CH2:26][CH2:27][CH2:28][CH2:29][CH3:30]. The yield is 0.968. (6) The reactants are [CH3:1][NH:2][C:3]1[CH:4]=[N:5][CH:6]=[CH:7][C:8]=1[NH2:9].[C:10](N1C=CN=C1)(N1C=CN=C1)=[O:11]. The catalyst is C1COCC1. The product is [CH3:1][N:2]1[C:3]2[CH:4]=[N:5][CH:6]=[CH:7][C:8]=2[NH:9][C:10]1=[O:11]. The yield is 0.690. (7) The reactants are [CH2:1]([O:3][CH:4]1[CH:8]([NH:9][C:10]([CH:12]2[CH2:16][CH2:15][CH2:14][N:13]2[C:17](=[O:35])[CH:18]([NH:20][C:21](=[O:34])[C:22]2[CH:27]=[C:26]([Cl:28])[C:25]([O:29]CC=C)=[C:24]([Cl:33])[CH:23]=2)[CH3:19])=[O:11])[CH2:7][C:6](=[O:36])[O:5]1)[CH3:2].CC1C2C(=CC=CC=2)C(C)=C2C=1C=CC1C2=CC=CC=1.C(Cl)Cl.CO. The catalyst is C(Cl)Cl.C1C=CC([P]([Pd]([P](C2C=CC=CC=2)(C2C=CC=CC=2)C2C=CC=CC=2)([P](C2C=CC=CC=2)(C2C=CC=CC=2)C2C=CC=CC=2)[P](C2C=CC=CC=2)(C2C=CC=CC=2)C2C=CC=CC=2)(C2C=CC=CC=2)C2C=CC=CC=2)=CC=1. The product is [CH2:1]([O:3][CH:4]1[CH:8]([NH:9][C:10]([CH:12]2[CH2:16][CH2:15][CH2:14][N:13]2[C:17](=[O:35])[CH:18]([NH:20][C:21](=[O:34])[C:22]2[CH:23]=[C:24]([Cl:33])[C:25]([OH:29])=[C:26]([Cl:28])[CH:27]=2)[CH3:19])=[O:11])[CH2:7][C:6](=[O:36])[O:5]1)[CH3:2]. The yield is 0.770. (8) The product is [NH:1]1[C:9]2[C:4](=[CH:5][CH:6]=[CH:7][CH:8]=2)[C:3]([NH:10][C:11]([N:24]2[CH2:25][CH2:26][C:16]([C:17]3[CH:18]=[CH:19][CH:3]=[C:4]([CH3:9])[C:5]=3[CH3:6])([OH:27])[CH2:22][CH2:23]2)=[O:15])=[N:2]1. The yield is 0.470. The reactants are [NH:1]1[C:9]2[C:4](=[CH:5][CH:6]=[CH:7][CH:8]=2)[C:3]([NH:10][C:11](=[O:15])OCC)=[N:2]1.[CH2:16]1[CH2:26][CH2:25][N:24]2[C:19](=NC[CH2:22][CH2:23]2)[CH2:18][CH2:17]1.[OH2:27]. The catalyst is CN(C)C=O.CO.Cl.